This data is from Reaction yield outcomes from USPTO patents with 853,638 reactions. The task is: Predict the reaction yield, written as a fraction of the theoretical maximum amount of product (1.0 means a 100% yield; for example, 0.34 means a 34% yield). (1) The reactants are [N:1]([CH2:4][CH2:5][CH2:6][C:7]1([C:20]2[CH:25]=[CH:24][CH:23]=[CH:22][CH:21]=2)[NH:11][N:10]=[C:9]([C:12]2[CH:17]=[C:16]([F:18])[CH:15]=[CH:14][C:13]=2[F:19])[S:8]1)=[N+:2]=[N-:3].C(N(CC)CC)C.[C:33](Cl)(=[O:38])[C:34]([CH3:37])([CH3:36])[CH3:35]. The catalyst is C(Cl)Cl. The product is [N:1]([CH2:4][CH2:5][CH2:6][C:7]1([C:20]2[CH:25]=[CH:24][CH:23]=[CH:22][CH:21]=2)[N:11]([C:33](=[O:38])[C:34]([CH3:37])([CH3:36])[CH3:35])[N:10]=[C:9]([C:12]2[CH:17]=[C:16]([F:18])[CH:15]=[CH:14][C:13]=2[F:19])[S:8]1)=[N+:2]=[N-:3]. The yield is 0.920. (2) The reactants are [OH:1][C:2]1[CH:13]=[CH:12][C:5]([C:6]([N:8]([O:10][CH3:11])[CH3:9])=[O:7])=[CH:4][CH:3]=1.[I:14]I. The catalyst is [OH-].[NH4+].O. The product is [OH:1][C:2]1[CH:13]=[CH:12][C:5]([C:6]([N:8]([O:10][CH3:11])[CH3:9])=[O:7])=[CH:4][C:3]=1[I:14]. The yield is 0.670. (3) The reactants are [CH3:1][C:2]1[CH:10]=[CH:9][C:8]([N:11]([CH3:20])[S:12]([C:15]2[S:16][CH:17]=[CH:18][CH:19]=2)(=[O:14])=[O:13])=[C:7]2[C:3]=1[CH:4]=[C:5]([C:21](=[S:23])[NH2:22])[NH:6]2.Br[CH2:25][C:26](=O)[C:27]([O:29][CH2:30][CH3:31])=[O:28].CN(C)C(=O)C. The catalyst is C(OCC)(=O)C. The product is [CH3:1][C:2]1[CH:10]=[CH:9][C:8]([N:11]([CH3:20])[S:12]([C:15]2[S:16][CH:17]=[CH:18][CH:19]=2)(=[O:14])=[O:13])=[C:7]2[C:3]=1[CH:4]=[C:5]([C:21]1[S:23][CH:25]=[C:26]([C:27]([O:29][CH2:30][CH3:31])=[O:28])[N:22]=1)[NH:6]2. The yield is 0.640. (4) The reactants are CC1(C)C2C=CC=C(P(C3C=CC=CC=3)C3C=CC=CC=3)C=2OC2C1=CC=CC=2P(C1C=CC=CC=1)C1C=CC=CC=1.C(=O)([O-])[O-].[Cs+].[Cs+].[Cl:49][C:50]1[CH:55]=[C:54](I)[C:53]([Cl:57])=[CH:52][N:51]=1.[NH2:58][C:59]1[C:68]([F:69])=[CH:67][CH:66]=[CH:65][C:60]=1[C:61]([NH:63][CH3:64])=[O:62]. The catalyst is O1CCOCC1.C([O-])(=O)C.[Pd+2].C([O-])(=O)C. The product is [Cl:49][C:50]1[CH:55]=[C:54]([NH:58][C:59]2[C:68]([F:69])=[CH:67][CH:66]=[CH:65][C:60]=2[C:61]([NH:63][CH3:64])=[O:62])[C:53]([Cl:57])=[CH:52][N:51]=1. The yield is 0.500. (5) The reactants are [C:1]([NH:4][C:5]1[C:13]([Cl:14])=[CH:12][C:8]([C:9]([OH:11])=O)=[C:7]([O:15][CH3:16])[CH:6]=1)(=[O:3])[CH3:2].[F:17][C:18]([F:31])([F:30])[C:19]1[CH:20]=[C:21]([CH:23]=[C:24]([C:26]([F:29])([F:28])[F:27])[CH:25]=1)[NH2:22]. No catalyst specified. The product is [C:1]([NH:4][C:5]1[C:13]([Cl:14])=[CH:12][C:8]([C:9]([NH:22][C:21]2[CH:23]=[C:24]([C:26]([F:27])([F:28])[F:29])[CH:25]=[C:19]([C:18]([F:17])([F:30])[F:31])[CH:20]=2)=[O:11])=[C:7]([O:15][CH3:16])[CH:6]=1)(=[O:3])[CH3:2]. The yield is 0.238. (6) The reactants are C1(C)C=CC(S(O[CH:11]([CH3:18])[CH2:12][CH2:13][O:14][C:15](=[O:17])[CH3:16])(=O)=O)=CC=1.[OH:20][C:21]1[CH:26]=[CH:25][C:24]([O:27][C:28]([F:31])([F:30])[F:29])=[CH:23][C:22]=1[C:32]([C:34]1[CH:39]=[CH:38][CH:37]=[CH:36][CH:35]=1)=[O:33].C(=O)([O-])[O-].[Cs+].[Cs+]. The catalyst is CN(C=O)C.C(OCC)C. The product is [C:32]([C:22]1[CH:23]=[C:24]([O:27][C:28]([F:29])([F:30])[F:31])[CH:25]=[CH:26][C:21]=1[O:20][CH:11]([CH3:18])[CH2:12][CH2:13][O:14][C:15](=[O:17])[CH3:16])(=[O:33])[C:34]1[CH:35]=[CH:36][CH:37]=[CH:38][CH:39]=1. The yield is 0.900. (7) The reactants are C([N:3]([CH2:6]C)CC)C.Cl.[CH3:9][O:10]N.[NH2:12][C:13]1[CH:18]=[CH:17][C:16]([C:19]2[S:44][C:22]3[N:23]([CH2:35][C:36]4[C:41]([F:42])=[CH:40][CH:39]=[CH:38][C:37]=4[F:43])[C:24](=[O:34])[N:25]([C:28]4[CH:33]=[CH:32][CH:31]=[CH:30][CH:29]=4)[C:26](=[O:27])[C:21]=3[C:20]=2[CH2:45][N:46]([CH2:48][C:49]2[CH:54]=[CH:53][CH:52]=[CH:51][CH:50]=2)[CH3:47])=[CH:15][CH:14]=1.[OH2:55]. The catalyst is CN(C)C=O.O1CCCC1. The product is [CH2:48]([N:46]([CH2:45][C:20]1[C:21]2[C:26](=[O:27])[N:25]([C:28]3[CH:29]=[CH:30][CH:31]=[CH:32][CH:33]=3)[C:24](=[O:34])[N:23]([CH2:35][C:36]3[C:37]([F:43])=[CH:38][CH:39]=[CH:40][C:41]=3[F:42])[C:22]=2[S:44][C:19]=1[C:16]1[CH:15]=[CH:14][C:13]([NH:12][C:6]([NH:3][O:10][CH3:9])=[O:55])=[CH:18][CH:17]=1)[CH3:47])[C:49]1[CH:50]=[CH:51][CH:52]=[CH:53][CH:54]=1. The yield is 0.922. (8) The reactants are [O:1]=[C:2]1[NH:7][C:6]2[CH:8]=[C:9]([O:12][C@@H:13]3[CH2:17][CH2:16][N:15](C(OC(C)(C)C)=O)[CH2:14]3)[CH:10]=[CH:11][C:5]=2[O:4][CH2:3]1.[ClH:25].CCO. No catalyst specified. The product is [ClH:25].[NH:15]1[CH2:16][CH2:17][C@@H:13]([O:12][C:9]2[CH:10]=[CH:11][C:5]3[O:4][CH2:3][C:2](=[O:1])[NH:7][C:6]=3[CH:8]=2)[CH2:14]1. The yield is 0.800. (9) The reactants are Br[C:2]1[CH:10]=[C:9]2[C:5]([CH:6]=[N:7][NH:8]2)=[CH:4][CH:3]=1.[CH2:11]1[C:20]2[C:15](=[CH:16][CH:17]=[CH:18][CH:19]=2)[CH2:14][CH2:13][N:12]1[CH2:21][CH:22]([OH:40])[CH2:23][O:24][C:25]1[CH:30]=[CH:29][CH:28]=[C:27](B2OC(C)(C)C(C)(C)O2)[CH:26]=1.C([O-])([O-])=O.[K+].[K+].CC(=O)OCC. The catalyst is O1CCOCC1.O.C1C=CC(P(C2C=CC=CC=2)[C-]2C=CC=C2)=CC=1.C1C=CC(P(C2C=CC=CC=2)[C-]2C=CC=C2)=CC=1.Cl[Pd]Cl.[Fe+2]. The product is [NH:8]1[C:9]2[C:5](=[CH:4][CH:3]=[C:2]([C:27]3[CH:26]=[C:25]([CH:30]=[CH:29][CH:28]=3)[O:24][CH2:23][CH:22]([OH:40])[CH2:21][N:12]3[CH2:13][CH2:14][C:15]4[C:20](=[CH:19][CH:18]=[CH:17][CH:16]=4)[CH2:11]3)[CH:10]=2)[CH:6]=[N:7]1. The yield is 0.113. (10) The product is [CH2:5]([O:12][C:13]1[CH:19]=[CH:18][C:16]([NH:17][N:1]=[C:26]([C:25](=[O:31])[CH2:24][O:23][CH3:22])[C:27]([O:29][CH3:30])=[O:28])=[C:15]([F:20])[CH:14]=1)[C:6]1[CH:7]=[CH:8][CH:9]=[CH:10][CH:11]=1. The yield is 0.910. The catalyst is O.CO. The reactants are [N:1]([O-])=O.[Na+].[CH2:5]([O:12][C:13]1[CH:19]=[CH:18][C:16]([NH2:17])=[C:15]([F:20])[CH:14]=1)[C:6]1[CH:11]=[CH:10][CH:9]=[CH:8][CH:7]=1.Cl.[CH3:22][O:23][CH2:24][C:25](=[O:31])[CH2:26][C:27]([O:29][CH3:30])=[O:28].CC([O-])=O.[Na+].